From a dataset of Catalyst prediction with 721,799 reactions and 888 catalyst types from USPTO. Predict which catalyst facilitates the given reaction. Reactant: [Cl:1][C:2]1[CH:21]=[C:20]([Cl:22])[CH:19]=[CH:18][C:3]=1[O:4][CH2:5][C:6]1[CH:7]=[C:8]([CH2:16][OH:17])[CH:9]=[C:10]([O:12][CH:13]([CH3:15])[CH3:14])[CH:11]=1.[CH2:23]([N:25]1[C:29]([CH2:30][CH2:31][C:32]([O:34]CC)=[O:33])=[CH:28][C:27](O)=[N:26]1)[CH3:24].C(P(CCCC)CCCC)CCC.N(C(N1CCCCC1)=O)=NC(N1CCCCC1)=O.O1CCCC1CCO.[OH-].[Na+].Cl. Product: [Cl:1][C:2]1[CH:21]=[C:20]([Cl:22])[CH:19]=[CH:18][C:3]=1[O:4][CH2:5][C:6]1[CH:7]=[C:8]([CH:9]=[C:10]([O:12][CH:13]([CH3:15])[CH3:14])[CH:11]=1)[CH2:16][O:17][C:27]1[CH:28]=[C:29]([CH2:30][CH2:31][C:32]([OH:34])=[O:33])[N:25]([CH2:23][CH3:24])[N:26]=1. The catalyst class is: 7.